Predict the product of the given reaction. From a dataset of Forward reaction prediction with 1.9M reactions from USPTO patents (1976-2016). (1) Given the reactants [CH2:1]1[C:10]2[C:5](=[CH:6][CH:7]=[CH:8][CH:9]=2)[CH2:4][CH2:3][NH:2]1.Br[CH2:12][C:13]#[CH:14].[Cl-].[NH4+], predict the reaction product. The product is: [CH2:14]([N:2]1[CH2:3][CH2:4][C:5]2[C:10](=[CH:9][CH:8]=[CH:7][CH:6]=2)[CH2:1]1)[C:13]#[CH:12]. (2) Given the reactants [Br:1][C:2]1[C:11]([OH:12])=[CH:10][CH:9]=[C:8]2[C:3]=1[CH:4]=[CH:5][C:6]([CH2:13][N:14]([CH3:28])[C:15]([C:17]1[C:21]3[CH:22]=[CH:23][CH:24]=[CH:25][C:20]=3[O:19][C:18]=1[CH2:26][CH3:27])=[O:16])=[CH:7]2.Br[CH2:30][C:31]#[N:32].C(=O)([O-])[O-].[K+].[K+], predict the reaction product. The product is: [Br:1][C:2]1[C:11]([O:12][CH2:30][C:31]#[N:32])=[CH:10][CH:9]=[C:8]2[C:3]=1[CH:4]=[CH:5][C:6]([CH2:13][N:14]([CH3:28])[C:15]([C:17]1[C:21]3[CH:22]=[CH:23][CH:24]=[CH:25][C:20]=3[O:19][C:18]=1[CH2:26][CH3:27])=[O:16])=[CH:7]2. (3) Given the reactants [CH3:1][S-:2].[Na+].Br[CH:5]([C:18]1[CH:23]=[CH:22][CH:21]=[CH:20][CH:19]=1)[C:6]([NH:8][CH2:9][C:10]1[CH:15]=[CH:14][C:13]([C:16]#[N:17])=[CH:12][CH:11]=1)=[O:7], predict the reaction product. The product is: [C:16]([C:13]1[CH:14]=[CH:15][C:10]([CH2:9][NH:8][C:6](=[O:7])[CH:5]([S:2][CH3:1])[C:18]2[CH:23]=[CH:22][CH:21]=[CH:20][CH:19]=2)=[CH:11][CH:12]=1)#[N:17].